Dataset: Reaction yield outcomes from USPTO patents with 853,638 reactions. Task: Predict the reaction yield, written as a fraction of the theoretical maximum amount of product (1.0 means a 100% yield; for example, 0.34 means a 34% yield). (1) The reactants are [CH3:1][N:2]1[C:6]([NH2:7])=[CH:5][C:4]([C:8]2[CH:13]=[CH:12][CH:11]=[CH:10][N:9]=2)=[N:3]1.[Cl:14][C:15]1[CH:22]=[CH:21][C:18]([CH:19]=O)=[C:17]([CH3:23])[CH:16]=1.[C:24](O)(=[O:27])[CH2:25][SH:26]. The catalyst is C(#N)C. The product is [Cl:14][C:15]1[CH:22]=[CH:21][C:18]([CH:19]2[S:26][CH2:25][C:24](=[O:27])[NH:7][C:6]3[N:2]([CH3:1])[N:3]=[C:4]([C:8]4[CH:13]=[CH:12][CH:11]=[CH:10][N:9]=4)[C:5]2=3)=[C:17]([CH3:23])[CH:16]=1. The yield is 0.480. (2) The reactants are CC1C=C(C)C=C(C)C=1S([O-])(=O)=O.[NH2:14][N:15]1[C:20]([CH3:21])=[CH:19][C:18]([CH3:22])=[N:17][C:16]1=[NH2+:23].[OH-].[Na+].CO[C:28](=O)[CH2:29][Cl:30]. The catalyst is CCO. The product is [Cl:30][CH2:29][C:28]1[N:23]=[C:16]2[N:17]=[C:18]([CH3:22])[CH:19]=[C:20]([CH3:21])[N:15]2[N:14]=1. The yield is 0.0900. (3) The reactants are [CH3:1][C:2]1[CH:3]=[CH:4][C:5]([S:8](Cl)(=[O:10])=[O:9])=[N:6][CH:7]=1.[N:12]1[CH:17]=[CH:16][CH:15]=[CH:14][CH:13]=1. The catalyst is C(Cl)Cl. The product is [N:12]1[C:17]2[C:16](=[CH:2][CH:3]=[CH:4][C:5]=2[NH:6][S:8]([C:5]2[CH:4]=[CH:3][C:2]([CH3:1])=[CH:7][N:6]=2)(=[O:10])=[O:9])[CH:15]=[CH:14][CH:13]=1. The yield is 0.250.